Dataset: Experimentally validated miRNA-target interactions with 360,000+ pairs, plus equal number of negative samples. Task: Binary Classification. Given a miRNA mature sequence and a target amino acid sequence, predict their likelihood of interaction. (1) The miRNA is cel-miR-60-3p with sequence UAUUAUGCACAUUUUCUAGUUCA. The protein sequence of the target gene is MNTMYVMMAQILRSHLIKATVIPNRVKMLPYFGIIRNRMMSTHKSKKKIREYYRLLNVEEGCSADEVRESFHKLAKQYHPDSGSNTADSATFIRIEKAYRKVLSHVIEQTNASQSKGEEEEDVEKFKYKTPQHRHYLSFEGIGFGTPTQREKHYRQFRADRAAEQVMEYQKQKLQSQYFPDSVIVKNIRQSKQQKITQAIERLVEDLIQESMAKGDFDNLSGKGKPLKKFSDCSYIDPMTHNLNRILIDNGYQPEWILKQKEISDTIEQLREAILVSRKKLGNPMTPTEKKQWNHVCEQF.... Result: 0 (no interaction). (2) The miRNA is hsa-miR-1227-3p with sequence CGUGCCACCCUUUUCCCCAG. The protein sequence of the target gene is MLSESSSFLKGVMLGSIFCALITMLGHIRIGHGNRMHHHEHHHLQAPNKEDILKISEDERMELSKSFRVYCIILVKPKDVSLWAAVKETWTKHCDKAEFFSSENVKVFESINMDTNDMWLMMRKAYKYAFDKYRDQYNWFFLARPTTFAIIENLKYFLLKKDPSQPFYLGHTIKSGDLEYVGMEGGIVLSVESMKRLNSLLNIPEKCPEQGGMIWKISEDKQLAVCLKYAGVFAENAEDADGKDVFNTKSVGLSIKEAMTYHPNQVVEGCCSDMAVTFNGLTPNQMHVMMYGVYRLRAFG.... Result: 1 (interaction). (3) The miRNA is hsa-miR-320c with sequence AAAAGCUGGGUUGAGAGGGU. Result: 0 (no interaction). The protein sequence of the target gene is MAKVSVLNVAVLENPSPFHSPFRFEISFECSEALADDLEWKIIYVGSAESEEFDQILDSVLVGPVPAGRHMFVFQADAPNPSLIPETDAVGVTVVLITCTYHGQEFIRVGYYVNNEYLNPELRENPPMKPDFSQLQRNILASNPRVTRFHINWDNNMDRLEAIETQDPSLGCGLPLNCTPIKGLGLPGCIPGLLPENSMDCI. (4) The miRNA is hsa-miR-5189-5p with sequence UCUGGGCACAGGCGGAUGGACAGG. The protein sequence of the target gene is MLATRALSLIGKRAISTSVCLRAHGSVVKSEDYALPSYVDRRDYPLPDVAHVKLLSASQKALKEKEKADWSSLSRDEKVQLYRIQFNESFAEMNKGTNEWKTVVGLAMFFIGFTALVLIWEKSYVYGPIPHTFDRDWVAMQTKRMLDMKVNPIQGFSAKWDYNKNEWKK. Result: 0 (no interaction). (5) The miRNA is hsa-miR-3976 with sequence UAUAGAGAGCAGGAAGAUUAAUGU. The protein sequence of the target gene is MDPPSPSRTSQTQPTATSPLTSYRWHTGGGGEKAAGGFRWGRFAGWGRALSHQEPMVSTQPAPRSIFRRVLSAPPKESRTSRLRLSKALWGRHKNPPPEPDPEPEQEAPELEPEPELEPPTPQIPEAPTPNVPVWDIGGFTLLDGKLVLLGGEEEGPRRPRVGSASSEGSIHVAMGNFRDPDRMPGKTEPETAGPNQVHNVRGLLKRLKEKKKARLEPRDGPPSALGSRESLATLSELDLGAERDVRIWPLHPSLLGEPHCFQVTWTGGSRCFSCRSAAERDRWIEDLRRQFQPTQDNVE.... Result: 0 (no interaction).